Dataset: NCI-60 drug combinations with 297,098 pairs across 59 cell lines. Task: Regression. Given two drug SMILES strings and cell line genomic features, predict the synergy score measuring deviation from expected non-interaction effect. Drug 1: COC1=CC(=CC(=C1O)OC)C2C3C(COC3=O)C(C4=CC5=C(C=C24)OCO5)OC6C(C(C7C(O6)COC(O7)C8=CC=CS8)O)O. Drug 2: CC(C)(C#N)C1=CC(=CC(=C1)CN2C=NC=N2)C(C)(C)C#N. Cell line: HCT-15. Synergy scores: CSS=49.0, Synergy_ZIP=0.670, Synergy_Bliss=0.0553, Synergy_Loewe=-7.56, Synergy_HSA=-0.196.